From a dataset of Full USPTO retrosynthesis dataset with 1.9M reactions from patents (1976-2016). Predict the reactants needed to synthesize the given product. (1) Given the product [N:28]1([C:2]2[N:3]([CH3:27])[C:4]3[C:9]([N:10]=2)=[C:8]([N:11]2[CH2:12][CH2:13][CH:14]([N:17]4[C:21]5[CH:22]=[CH:23][CH:24]=[CH:25][C:20]=5[NH:19][C:18]4=[O:26])[CH2:15][CH2:16]2)[N:7]=[CH:6][N:5]=3)[CH:32]=[CH:31][N:30]=[CH:29]1, predict the reactants needed to synthesize it. The reactants are: Br[C:2]1[N:3]([CH3:27])[C:4]2[C:9]([N:10]=1)=[C:8]([N:11]1[CH2:16][CH2:15][CH:14]([N:17]3[C:21]4[CH:22]=[CH:23][CH:24]=[CH:25][C:20]=4[NH:19][C:18]3=[O:26])[CH2:13][CH2:12]1)[N:7]=[CH:6][N:5]=2.[NH:28]1[CH:32]=[CH:31][N:30]=[CH:29]1.C(N(C(C)C)CC)(C)C.[H-].[Na+]. (2) The reactants are: Br[C:2]1[CH:7]=[C:6](C(CC)C)[CH:5]=[CH:4][C:3]=1[O:12][CH3:13].[CH2:14]([Li])[CH2:15][CH2:16][CH3:17].[B:19](OC)([O:22]C)[O:20]C.[Cl-].[NH4+]. Given the product [CH:15]([C:5]1[CH:6]=[CH:7][CH2:2][C:3]([O:12][CH3:13])([B:19]([OH:22])[OH:20])[CH:4]=1)([CH2:16][CH3:17])[CH3:14], predict the reactants needed to synthesize it. (3) Given the product [ClH:26].[CH2:1]([N:8]1[CH2:13][C:12]([C:14]2[CH:15]=[CH:16][C:17]([F:20])=[CH:18][CH:19]=2)=[C:11]([C:21]([OH:23])=[O:22])[CH2:10][CH2:9]1)[C:2]1[CH:3]=[CH:4][CH:5]=[CH:6][CH:7]=1, predict the reactants needed to synthesize it. The reactants are: [CH2:1]([N:8]1[CH2:13][C:12]([C:14]2[CH:19]=[CH:18][C:17]([F:20])=[CH:16][CH:15]=2)=[C:11]([C:21]([O:23]CC)=[O:22])[CH2:10][CH2:9]1)[C:2]1[CH:7]=[CH:6][CH:5]=[CH:4][CH:3]=1.[ClH:26]. (4) Given the product [CH2:1]([C:4]1[C:5]([C:18]([C:20]2[CH:28]=[CH:27][C:23]([C:24](=[N:30][OH:31])[OH:25])=[CH:22][CH:21]=2)=[O:19])=[CH:6][C:7]2[C:8]([CH3:17])([CH3:16])[CH2:9][CH2:10][C:11]([CH3:15])([CH3:14])[C:12]=2[CH:13]=1)[CH2:2][CH3:3], predict the reactants needed to synthesize it. The reactants are: [CH2:1]([C:4]1[C:5]([C:18]([C:20]2[CH:28]=[CH:27][C:23]([C:24](O)=[O:25])=[CH:22][CH:21]=2)=[O:19])=[CH:6][C:7]2[C:8]([CH3:17])([CH3:16])[CH2:9][CH2:10][C:11]([CH3:15])([CH3:14])[C:12]=2[CH:13]=1)[CH2:2][CH3:3].Cl.[NH2:30][OH:31]. (5) Given the product [Cl:38][C:29]1[C:30]([C:34]([F:35])([F:36])[F:37])=[CH:31][CH:32]=[CH:33][C:28]=1[CH2:27][N:13]1[C:14](=[O:22])[C:15]([C:17]([O:19][CH2:20][CH3:21])=[O:18])=[CH:16][N:11]([C:7]2[CH:6]=[C:5]3[C:10]([C:2]([CH3:1])([CH3:25])[C:3](=[O:24])[NH:4]3)=[CH:9][CH:8]=2)[C:12]1=[O:23], predict the reactants needed to synthesize it. The reactants are: [CH3:1][C:2]1([CH3:25])[C:10]2[C:5](=[CH:6][C:7]([N:11]3[CH:16]=[C:15]([C:17]([O:19][CH2:20][CH3:21])=[O:18])[C:14](=[O:22])[NH:13][C:12]3=[O:23])=[CH:8][CH:9]=2)[NH:4][C:3]1=[O:24].Br[CH2:27][C:28]1[CH:33]=[CH:32][CH:31]=[C:30]([C:34]([F:37])([F:36])[F:35])[C:29]=1[Cl:38].C(=O)([O-])[O-].[K+].[K+].[I-].[K+].